Task: Predict the reactants needed to synthesize the given product.. Dataset: Retrosynthesis with 50K atom-mapped reactions and 10 reaction types from USPTO The reactants are: CC(C)(C)OC(=O)NCCCBr.O=c1[nH]c(=O)n(Cc2ccccc2)cc1Br. Given the product CC(C)(C)OC(=O)NCCCn1c(=O)c(Br)cn(Cc2ccccc2)c1=O, predict the reactants needed to synthesize it.